Regression. Given two drug SMILES strings and cell line genomic features, predict the synergy score measuring deviation from expected non-interaction effect. From a dataset of NCI-60 drug combinations with 297,098 pairs across 59 cell lines. Drug 1: CC1=C(C=C(C=C1)C(=O)NC2=CC(=CC(=C2)C(F)(F)F)N3C=C(N=C3)C)NC4=NC=CC(=N4)C5=CN=CC=C5. Drug 2: CNC(=O)C1=NC=CC(=C1)OC2=CC=C(C=C2)NC(=O)NC3=CC(=C(C=C3)Cl)C(F)(F)F. Cell line: NCI-H226. Synergy scores: CSS=-2.10, Synergy_ZIP=1.95, Synergy_Bliss=0.214, Synergy_Loewe=-0.271, Synergy_HSA=-2.31.